From a dataset of Peptide-MHC class I binding affinity with 185,985 pairs from IEDB/IMGT. Regression. Given a peptide amino acid sequence and an MHC pseudo amino acid sequence, predict their binding affinity value. This is MHC class I binding data. (1) The peptide sequence is SHGIDVTDL. The MHC is HLA-B39:01 with pseudo-sequence HLA-B39:01. The binding affinity (normalized) is 0.0847. (2) The peptide sequence is IQAVFGFSL. The MHC is HLA-A02:16 with pseudo-sequence HLA-A02:16. The binding affinity (normalized) is 0.0847.